From a dataset of Full USPTO retrosynthesis dataset with 1.9M reactions from patents (1976-2016). Predict the reactants needed to synthesize the given product. Given the product [I:1]([OH:5])(=[O:4])(=[O:3])=[O:2].[O-2:14].[O-2:6].[O-2:2].[Cr+6:9].[C:10]([O:14][C@@H:15]([C:18]1[C:19]([C:35]2[CH:36]=[CH:37][C:38]([Cl:41])=[CH:39][CH:40]=2)=[C:20]2[C:25](=[CH:26][C:27]=1[CH3:28])[N:24]=[C:23]([N:29]1[CH2:34][CH2:33][O:32][CH2:31][CH2:30]1)[CH:22]=[CH:21]2)[C:16]([OH:6])=[O:17])([CH3:13])([CH3:11])[CH3:12], predict the reactants needed to synthesize it. The reactants are: [I:1]([OH:5])(=[O:4])(=[O:3])=[O:2].[O-2:6].[O-2].[O-2].[Cr+6:9].[C:10]([O:14][C@@H:15]([C:18]1[C:19]([C:35]2[CH:40]=[CH:39][C:38]([Cl:41])=[CH:37][CH:36]=2)=[C:20]2[C:25](=[CH:26][C:27]=1[CH3:28])[N:24]=[C:23]([N:29]1[CH2:34][CH2:33][O:32][CH2:31][CH2:30]1)[CH:22]=[CH:21]2)[CH2:16][OH:17])([CH3:13])([CH3:12])[CH3:11].